From a dataset of Peptide-MHC class I binding affinity with 185,985 pairs from IEDB/IMGT. Regression. Given a peptide amino acid sequence and an MHC pseudo amino acid sequence, predict their binding affinity value. This is MHC class I binding data. (1) The peptide sequence is VLQQIFHSS. The MHC is HLA-A02:03 with pseudo-sequence HLA-A02:03. The binding affinity (normalized) is 0.0847. (2) The peptide sequence is EEMNLPGRW. The MHC is HLA-B15:03 with pseudo-sequence HLA-B15:03. The binding affinity (normalized) is 0. (3) The peptide sequence is NMWKNNMV. The MHC is H-2-Kb with pseudo-sequence H-2-Kb. The binding affinity (normalized) is 0.0771. (4) The peptide sequence is APRTLVYLL. The MHC is Mamu-B08 with pseudo-sequence Mamu-B08. The binding affinity (normalized) is 0. (5) The peptide sequence is VSFVTLIT. The MHC is H-2-Db with pseudo-sequence H-2-Db. The binding affinity (normalized) is 0.00174.